Dataset: Full USPTO retrosynthesis dataset with 1.9M reactions from patents (1976-2016). Task: Predict the reactants needed to synthesize the given product. The reactants are: [ClH:1].[CH3:2][O:3][C:4]1[CH:5]=[C:6]2[C:9](=[CH:10][C:11]=1[O:12][CH3:13])[C@@H:8]([CH2:14][NH:15][CH2:16][CH2:17][C:18]([N:20]1[CH2:26][CH2:25][C:24]3[CH:27]=[C:28]([O:33][CH3:34])[C:29]([O:31][CH3:32])=[CH:30][C:23]=3[CH2:22][CH2:21]1)=[O:19])[CH2:7]2.[O:35]1CC(O)O[CH2:37][CH:36]1O.C(O[BH-](OC(=O)C)OC(=O)C)(=O)C.[Na+].[OH-].[Na+]. Given the product [ClH:1].[CH3:2][O:3][C:4]1[CH:5]=[C:6]2[C:9](=[CH:10][C:11]=1[O:12][CH3:13])[C@@H:8]([CH2:14][N:15]([CH2:16][CH2:17][C:18]([N:20]1[CH2:21][CH2:22][C:23]3[CH:30]=[C:29]([O:31][CH3:32])[C:28]([O:33][CH3:34])=[CH:27][C:24]=3[CH2:25][CH2:26]1)=[O:19])[CH2:37][CH2:36][OH:35])[CH2:7]2, predict the reactants needed to synthesize it.